Dataset: Reaction yield outcomes from USPTO patents with 853,638 reactions. Task: Predict the reaction yield, written as a fraction of the theoretical maximum amount of product (1.0 means a 100% yield; for example, 0.34 means a 34% yield). (1) The reactants are [NH:1]1[CH2:8][CH2:7][CH2:6][C@@H:2]1[C:3]([OH:5])=[O:4].[C:9](Cl)(=[O:13])[C:10]([CH3:12])=[CH2:11]. The catalyst is [OH-].[Na+].CC(C)=O. The product is [C:9]([N:1]1[CH2:8][CH2:7][CH2:6][C@@H:2]1[C:3]([OH:5])=[O:4])(=[O:13])[C:10]([CH3:12])=[CH2:11]. The yield is 0.680. (2) The catalyst is O1CCCC1.[Pd]. The product is [NH2:17][C:16]1[C:7]([NH:6][CH2:5][CH2:4][CH2:3][CH2:2][OH:1])=[C:8]([CH:13]=[CH:14][CH:15]=1)[C:9]([O:11][CH3:12])=[O:10]. The reactants are [OH:1][CH2:2][CH2:3][CH2:4][CH2:5][NH:6][C:7]1[C:16]([N+:17]([O-])=O)=[CH:15][CH:14]=[CH:13][C:8]=1[C:9]([O:11][CH3:12])=[O:10]. The yield is 0.990. (3) The reactants are C([N:8](CC1C=CC=CC=1)[C@H:9]1[CH2:14][CH2:13][C@@H:12]([C:15]2[N:19]3[C:20]4[CH:26]=[CH:25][NH:24][C:21]=4[N:22]=[CH:23][C:18]3=[N:17][CH:16]=2)[CH2:11][CH2:10]1)C1C=CC=CC=1. The catalyst is CCO.[OH-].[OH-].[Pd+2]. The product is [CH:26]1[C:20]2[N:19]3[C:15]([C@@H:12]4[CH2:11][CH2:10][C@H:9]([NH2:8])[CH2:14][CH2:13]4)=[CH:16][N:17]=[C:18]3[CH:23]=[N:22][C:21]=2[NH:24][CH:25]=1. The yield is 0.600. (4) The reactants are [F:1][C:2]1[CH:7]=[CH:6][C:5]([S:8]([N:11]2[C:20]3[C:15](=[CH:16][C:17]([C:21]([OH:30])([C:26]([F:29])([F:28])[F:27])[C:22]([F:25])([F:24])[F:23])=[CH:18][CH:19]=3)[CH2:14][CH2:13][C@H:12]2[CH2:31][C:32](O)=[O:33])(=[O:10])=[O:9])=[CH:4][CH:3]=1.[NH:35]([C:37]([S:39][CH3:40])=[S:38])[NH2:36]. No catalyst specified. The product is [F:1][C:2]1[CH:7]=[CH:6][C:5]([S:8]([N:11]2[C:20]3[C:15](=[CH:16][C:17]([C:21]([OH:30])([C:26]([F:29])([F:28])[F:27])[C:22]([F:23])([F:24])[F:25])=[CH:18][CH:19]=3)[CH2:14][CH2:13][C@H:12]2[CH2:31][C:32]([NH:36][NH:35][C:37]([S:39][CH3:40])=[S:38])=[O:33])(=[O:10])=[O:9])=[CH:4][CH:3]=1. The yield is 0.870. (5) The reactants are [Cl:1][C:2]1[C:7](I)=[CH:6][N:5]=[C:4]([S:9][CH3:10])[N:3]=1.C([Mg]Br)(C)C.[CH:16]([C:19]1[CH:26]=[C:25]([O:27][CH3:28])[C:24]([O:29][CH3:30])=[CH:23][C:20]=1[CH:21]=[O:22])([CH3:18])[CH3:17]. The catalyst is C1COCC1. The product is [Cl:1][C:2]1[C:7]([CH:21]([C:20]2[CH:23]=[C:24]([O:29][CH3:30])[C:25]([O:27][CH3:28])=[CH:26][C:19]=2[CH:16]([CH3:18])[CH3:17])[OH:22])=[CH:6][N:5]=[C:4]([S:9][CH3:10])[N:3]=1. The yield is 0.820. (6) The reactants are Cl.CC(OC([N:9]1[CH2:14][CH2:13][CH:12]([C:15]2[N:16]=[CH:17][C:18]([C:21]([O:23][CH3:24])=[O:22])=[N:19][CH:20]=2)[CH2:11][CH2:10]1)=O)(C)C. The catalyst is CO. The product is [NH:9]1[CH2:14][CH2:13][CH:12]([C:15]2[N:16]=[CH:17][C:18]([C:21]([O:23][CH3:24])=[O:22])=[N:19][CH:20]=2)[CH2:11][CH2:10]1. The yield is 1.00. (7) The reactants are [Al](C)(C)[CH3:2].CCCC[CH2:9][CH2:10][CH3:11].[NH2:12][C:13]1[CH:28]=[CH:27][C:16]([C:17]([NH:19][CH2:20][C:21]2[CH:26]=[CH:25][CH:24]=[CH:23][CH:22]=2)=[O:18])=[CH:15][CH:14]=1.Cl. The catalyst is C1COCC1. The product is [NH2:12][C:13]1[CH:28]=[CH:27][C:16]([C:17]([NH:19][CH2:20][C:21]2[CH:26]=[CH:25][C:24]([C:10]([CH3:9])([CH3:11])[CH3:2])=[CH:23][CH:22]=2)=[O:18])=[CH:15][CH:14]=1. The yield is 0.400.